This data is from Full USPTO retrosynthesis dataset with 1.9M reactions from patents (1976-2016). The task is: Predict the reactants needed to synthesize the given product. (1) Given the product [NH2:1][C:2]1[C:9]([O:10][CH3:11])=[C:8]([F:12])[C:7]([C:15]2[CH:20]=[CH:19][CH:18]=[CH:17][CH:16]=2)=[C:6]([CH3:14])[C:3]=1[C:4]#[N:5], predict the reactants needed to synthesize it. The reactants are: [NH2:1][C:2]1[C:9]([O:10][CH3:11])=[C:8]([F:12])[C:7](Br)=[C:6]([CH3:14])[C:3]=1[C:4]#[N:5].[C:15]1(B(O)O)[CH:20]=[CH:19][CH:18]=[CH:17][CH:16]=1.P([O-])([O-])([O-])=O.[K+].[K+].[K+]. (2) Given the product [F:19][C:20]([F:31])([F:30])[C:21]([N:3]1[CH2:2][CH2:1][C:7]2[CH:8]=[CH:9][CH:10]=[CH:11][C:6]=2[CH2:5][CH2:4]1)=[O:22], predict the reactants needed to synthesize it. The reactants are: [CH2:1]1[C:7]2[CH:8]=[CH:9][CH:10]=[CH:11][C:6]=2[CH2:5][CH2:4][NH:3][CH2:2]1.C(N(CC)CC)C.[F:19][C:20]([F:31])([F:30])[C:21](O[C:21](=[O:22])[C:20]([F:31])([F:30])[F:19])=[O:22].Cl.